This data is from Catalyst prediction with 721,799 reactions and 888 catalyst types from USPTO. The task is: Predict which catalyst facilitates the given reaction. Reactant: [Cl:1][C:2]1[CH:3]=[C:4]([CH2:9][CH2:10][CH2:11][C:12](=[O:14])[CH3:13])[CH:5]=[CH:6][C:7]=1[Cl:8].[C:15](OCC)(=[O:21])[C:16]([O:18][CH2:19][CH3:20])=[O:17].[O-]CC.[Na+]. Product: [Cl:1][C:2]1[CH:3]=[C:4]([CH2:9][CH2:10][CH2:11][C:12](=[O:14])[CH2:13][C:15](=[O:21])[C:16]([O:18][CH2:19][CH3:20])=[O:17])[CH:5]=[CH:6][C:7]=1[Cl:8]. The catalyst class is: 8.